Dataset: Catalyst prediction with 721,799 reactions and 888 catalyst types from USPTO. Task: Predict which catalyst facilitates the given reaction. (1) Reactant: [OH:1][C:2]([CH3:17])([CH3:16])[CH2:3][CH2:4]OS(C1C=CC(C)=CC=1)(=O)=O.[Br:18][C:19]1[C:24]([CH3:25])=[CH:23][C:22]([OH:26])=[CH:21][C:20]=1[CH3:27].C(=O)([O-])[O-].[K+].[K+].[NH4+].[Cl-]. Product: [Br:18][C:19]1[C:24]([CH3:25])=[CH:23][C:22]([O:26][CH2:4][CH2:3][C:2]([CH3:17])([OH:1])[CH3:16])=[CH:21][C:20]=1[CH3:27]. The catalyst class is: 3. (2) Reactant: [CH:1]([O:4][C:5]([N:7]1[CH:12]([CH2:13][CH3:14])[CH2:11][CH:10]([N:15]([C:28]2[N:33]=[CH:32][C:31](Br)=[CH:30][N:29]=2)[CH2:16][C:17]2[CH:22]=[C:21]([C:23]([F:26])([F:25])[F:24])[CH:20]=[C:19]([Cl:27])[CH:18]=2)[CH2:9][CH:8]1[CH2:35][CH3:36])=[O:6])([CH3:3])[CH3:2].[O:37]1[CH:41]=[CH:40][C:39](B2OC(C)(C)C(C)(C)O2)=[CH:38]1.C(=O)([O-])O.[Na+]. Product: [CH:1]([O:4][C:5]([N:7]1[CH:12]([CH2:13][CH3:14])[CH2:11][CH:10]([N:15]([CH2:16][C:17]2[CH:22]=[C:21]([C:23]([F:26])([F:25])[F:24])[CH:20]=[C:19]([Cl:27])[CH:18]=2)[C:28]2[N:33]=[CH:32][C:31]([C:39]3[CH:40]=[CH:41][O:37][CH:38]=3)=[CH:30][N:29]=2)[CH2:9][CH:8]1[CH2:35][CH3:36])=[O:6])([CH3:3])[CH3:2]. The catalyst class is: 108. (3) Reactant: [H-].[Na+].[OH:3][C:4]1[CH:9]=[CH:8][C:7]([CH2:10][C:11]([O:13][CH3:14])=[O:12])=[CH:6][CH:5]=1.[CH3:15][N:16]([CH3:20])[C:17](Cl)=[S:18].O. Product: [CH3:15][N:16]([CH3:20])[C:17]([O:3][C:4]1[CH:5]=[CH:6][C:7]([CH2:10][C:11]([O:13][CH3:14])=[O:12])=[CH:8][CH:9]=1)=[S:18]. The catalyst class is: 9. (4) Reactant: [C:1]1([C:7]2[C:17]([C:18]3[CH:23]=[CH:22][CH:21]=[CH:20][CH:19]=3)=[CH:16][C:15]3[C:24]4[C:8]=2[C:9](=[O:26])C(=O)[C:11]=4[CH:12]=[CH:13][CH:14]=3)[CH:6]=[CH:5][CH:4]=[CH:3][CH:2]=1.[C:36]1(CC(=O)C[C:36]2[CH:41]=[CH:40][CH:39]=[CH:38][CH:37]=2)[CH:41]=[CH:40][CH:39]=[CH:38][CH:37]=1.[OH-].[K+]. Product: [C:3]1([C:4]2[CH:5]=[CH:6][C:1]3=[C:23]4[C:22]=2[C:21]([C:36]2[CH:37]=[CH:38][CH:39]=[CH:40][CH:41]=2)=[CH:20][CH:19]=[C:18]4[C:17]2[C:7]3=[C:8]([C:24]3[CH:11]=[CH:12][CH:13]=[CH:14][CH:15]=3)[C:9](=[O:26])[C:16]=2[C:1]2[CH:6]=[CH:5][CH:4]=[CH:3][CH:2]=2)[CH:2]=[CH:9][CH:8]=[CH:7][CH:17]=1. The catalyst class is: 8. (5) Reactant: [N+:1]([C:4]1[CH:9]=[CH:8][CH:7]=[CH:6][C:5]=1[S:10](Cl)(=[O:12])=[O:11])([O-:3])=[O:2].[S:14]1[C:18]2[CH:19]=[CH:20][CH:21]=[C:22]([NH2:23])[C:17]=2[N:16]=[CH:15]1.[N+](C1C2N=CSC=2C=CC=1)([O-])=O.N1C=CC=CC=1. Product: [S:14]1[C:18]2[CH:19]=[CH:20][CH:21]=[C:22]([NH:23][S:10]([C:5]3[CH:6]=[CH:7][CH:8]=[CH:9][C:4]=3[N+:1]([O-:3])=[O:2])(=[O:12])=[O:11])[C:17]=2[N:16]=[CH:15]1. The catalyst class is: 142. (6) Reactant: [CH3:1][Si](C[Mg]Cl)(C)C.[Cl:8][C:9]1[CH:29]=[C:28]([Cl:30])[C:27]([O:31][CH2:32][C:33]2[CH:38]=[CH:37][C:36]([O:39][CH3:40])=[CH:35][CH:34]=2)=[CH:26][C:10]=1[O:11][C:12]1[N:16]([CH3:17])[N:15]=[C:14]([C:18]([N:20]([O:22][CH3:23])[CH3:21])=[O:19])[C:13]=1[CH:24]=O.S(=O)(=O)(O)O.O. Product: [Cl:8][C:9]1[CH:29]=[C:28]([Cl:30])[C:27]([O:31][CH2:32][C:33]2[CH:34]=[CH:35][C:36]([O:39][CH3:40])=[CH:37][CH:38]=2)=[CH:26][C:10]=1[O:11][C:12]1[N:16]([CH3:17])[N:15]=[C:14]([C:18]([N:20]([O:22][CH3:23])[CH3:21])=[O:19])[C:13]=1[CH:24]=[CH2:1]. The catalyst class is: 7.